From a dataset of Forward reaction prediction with 1.9M reactions from USPTO patents (1976-2016). Predict the product of the given reaction. (1) Given the reactants [SH:1][CH2:2][C:3]([OH:5])=[O:4].[OH-].[Na+].CC(C)=O.Br[CH2:13][C:14]1[CH:19]=[C:18]([Cl:20])[CH:17]=[CH:16][C:15]=1[N+:21]([O-:23])=[O:22], predict the reaction product. The product is: [Cl:20][C:18]1[CH:17]=[CH:16][C:15]([N+:21]([O-:23])=[O:22])=[C:14]([CH:19]=1)[CH2:13][S:1][CH2:2][C:3]([OH:5])=[O:4]. (2) The product is: [C:38]([O:37][C:36](=[O:42])[N:35]([CH2:34][CH2:33][O:25][C:22]1[CH:21]=[CH:20][C:19]([C:12]2[CH:13]=[CH:14][CH:15]=[C:16]3[C:11]=2[N:10]=[C:9]([NH:8][C@H:5]2[CH2:4][CH2:3][C@H:2]([OH:1])[CH2:7][CH2:6]2)[N:18]=[CH:17]3)=[CH:24][CH:23]=1)[CH3:43])([CH3:41])([CH3:40])[CH3:39]. Given the reactants [OH:1][C@H:2]1[CH2:7][CH2:6][C@H:5]([NH:8][C:9]2[N:18]=[CH:17][C:16]3[C:11](=[C:12]([C:19]4[CH:24]=[CH:23][C:22]([OH:25])=[CH:21][CH:20]=4)[CH:13]=[CH:14][CH:15]=3)[N:10]=2)[CH2:4][CH2:3]1.C([O-])([O-])=O.[Cs+].[Cs+].Cl[CH2:33][CH2:34][N:35]([CH3:43])[C:36](=[O:42])[O:37][C:38]([CH3:41])([CH3:40])[CH3:39], predict the reaction product. (3) Given the reactants S([O:5][CH2:6][CH2:7][N:8]1[C:12]([NH2:13])=[C:11]([NH2:14])[CH:10]=[N:9]1)(O)(=O)=O.C(N(CC)CC)C.[C:22](OC(=O)C)(=[O:24])C.C(O)=O, predict the reaction product. The product is: [NH2:13][C:12]1[N:8]([CH2:7][CH2:6][OH:5])[N:9]=[CH:10][C:11]=1[NH:14][CH:22]=[O:24]. (4) Given the reactants Br[C:2]1[S:3][C:4]([S:7][CH3:8])=[N:5][N:6]=1.CC1(C)C(C)(C)OB([C:17]2[CH:18]=[CH:19][C:20]3[S:24][N:23]=[CH:22][C:21]=3[CH:25]=2)O1.C([O-])([O-])=O.[Na+].[Na+].CCO, predict the reaction product. The product is: [CH3:8][S:7][C:4]1[S:3][C:2]([C:18]2[CH:17]=[CH:25][C:21]3[CH:22]=[N:23][S:24][C:20]=3[CH:19]=2)=[N:6][N:5]=1. (5) Given the reactants [C:1]([C:3]1[CH:8]=[CH:7][C:6]([N:9]2[C:13]([CH3:14])=[C:12]([CH2:15][C:16]3[CH:24]=[CH:23][C:19]([C:20]([OH:22])=O)=[CH:18][CH:17]=3)[C:11]([CH3:25])=[N:10]2)=[CH:5][C:4]=1[C:26]([F:29])([F:28])[F:27])#[N:2].Cl.CN(C)CCCN=C=NCC.ON1C2C=CC=CC=2N=N1.[NH:52]1[CH2:57][CH2:56][O:55][CH2:54][CH2:53]1.Cl, predict the reaction product. The product is: [CH3:25][C:11]1[C:12]([CH2:15][C:16]2[CH:24]=[CH:23][C:19]([C:20]([N:52]3[CH2:57][CH2:56][O:55][CH2:54][CH2:53]3)=[O:22])=[CH:18][CH:17]=2)=[C:13]([CH3:14])[N:9]([C:6]2[CH:7]=[CH:8][C:3]([C:1]#[N:2])=[C:4]([C:26]([F:29])([F:28])[F:27])[CH:5]=2)[N:10]=1. (6) The product is: [CH3:7][O:10][C@H:11]1[CH2:16][O:15][CH2:14][C@@H:13]([C:17]([O:19][CH3:20])=[O:18])[CH2:12]1. Given the reactants [OH-].[Na+].S(OC)(O[CH3:7])(=O)=O.[OH:10][C@H:11]1[CH2:16][O:15][CH2:14][C@@H:13]([C:17]([O:19][CH3:20])=[O:18])[CH2:12]1, predict the reaction product. (7) Given the reactants [NH:1]1[C:9]2[C:4](=[CH:5][CH:6]=[CH:7][CH:8]=2)[C:3]([C:10]([O:12][CH2:13][C:14]23[CH2:21][CH2:20][N:17]([CH2:18][CH2:19]2)[CH2:16][CH2:15]3)=[O:11])=[CH:2]1.[OH:22]CC12CCN(CC1)CC2=O, predict the reaction product. The product is: [NH:1]1[C:9]2[C:4](=[CH:5][CH:6]=[CH:7][CH:8]=2)[C:3]([C:10]([O:12][CH2:13][C:14]23[CH2:15][CH2:16][N:17]([CH2:20][CH2:21]2)[CH2:18][C:19]3=[O:22])=[O:11])=[CH:2]1.